Dataset: Forward reaction prediction with 1.9M reactions from USPTO patents (1976-2016). Task: Predict the product of the given reaction. Given the reactants [S:1]1[CH:5]=[CH:4][CH:3]=[C:2]1[C:6]([NH2:8])=[NH:7].[Cl:9][C:10]1[CH:21]=[C:20]([Cl:22])[CH:19]=[CH:18][C:11]=1[CH:12]=[C:13]([C:16]#[N:17])[C:14]#[N:15], predict the reaction product. The product is: [NH2:17][CH2:16][C:13]1[C:14]([NH2:15])=[N:7][C:6]([C:2]2[S:1][CH:5]=[CH:4][CH:3]=2)=[N:8][C:12]=1[C:11]1[CH:18]=[CH:19][C:20]([Cl:22])=[CH:21][C:10]=1[Cl:9].